From a dataset of Full USPTO retrosynthesis dataset with 1.9M reactions from patents (1976-2016). Predict the reactants needed to synthesize the given product. (1) The reactants are: [CH3:1][O:2][C:3]1[N:4]=[C:5]2[C:10](=[C:11]([CH3:13])[CH:12]=1)[N:9]=[CH:8][CH:7]=[C:6]2[OH:14].[N+:15]([O-])([OH:17])=[O:16].C(=O)([O-])[O-].[Na+].[Na+]. Given the product [CH3:1][O:2][C:3]1[N:4]=[C:5]2[C:10](=[C:11]([CH3:13])[CH:12]=1)[N:9]=[CH:8][C:7]([N+:15]([O-:17])=[O:16])=[C:6]2[OH:14], predict the reactants needed to synthesize it. (2) Given the product [C:1]([O:5][C:6]([N:8]1[CH2:9][CH2:10][C:11]2[CH:18]=[C:17]([N+:19]([O-:21])=[O:20])[C:16]([S:37][C:34]3[CH:35]=[CH:36][C:31]([Br:30])=[CH:32][CH:33]=3)=[CH:15][C:12]=2[CH2:13][CH2:14]1)=[O:7])([CH3:3])([CH3:4])[CH3:2], predict the reactants needed to synthesize it. The reactants are: [C:1]([O:5][C:6]([N:8]1[CH2:14][CH2:13][C:12]2[CH:15]=[C:16](OS(C(F)(F)F)(=O)=O)[C:17]([N+:19]([O-:21])=[O:20])=[CH:18][C:11]=2[CH2:10][CH2:9]1)=[O:7])([CH3:4])([CH3:3])[CH3:2].[Br:30][C:31]1[CH:36]=[CH:35][C:34]([SH:37])=[CH:33][CH:32]=1.C(N(C(C)C)C(C)C)C. (3) Given the product [NH:19]1[C:20]2[C:25](=[CH:24][CH:23]=[CH:22][CH:21]=2)[C:17]([CH2:16][CH2:15][N:14]2[C:32](=[O:33])[C:30]([OH:31])=[C:29]([C:27](=[O:28])[CH3:26])[CH:1]2[C:3]2[CH:12]=[CH:11][C:6]([C:7]([O:9][CH3:10])=[O:8])=[CH:5][C:4]=2[OH:13])=[CH:18]1, predict the reactants needed to synthesize it. The reactants are: [CH:1]([C:3]1[CH:12]=[CH:11][C:6]([C:7]([O:9][CH3:10])=[O:8])=[CH:5][C:4]=1[OH:13])=O.[NH2:14][CH2:15][CH2:16][C:17]1[C:25]2[C:20](=[CH:21][CH:22]=[CH:23][CH:24]=2)[NH:19][CH:18]=1.[CH3:26][C:27]([CH2:29][C:30]([C:32](OC)=[O:33])=[O:31])=[O:28]. (4) Given the product [CH2:12]([N:14]([CH2:18][CH3:19])[CH2:15][CH2:16][NH:17][C:31]([C:25]1[C:24](=[O:36])[C:23]2[C:28](=[CH:29][CH:30]=[C:21]([I:20])[CH:22]=2)[NH:27][CH:26]=1)=[O:32])[CH3:13], predict the reactants needed to synthesize it. The reactants are: C[Al](C)C.CCCCCCC.[CH2:12]([N:14]([CH2:18][CH3:19])[CH2:15][CH2:16][NH2:17])[CH3:13].[I:20][C:21]1[CH:22]=[C:23]2[C:28](=[CH:29][CH:30]=1)[NH:27][CH:26]=[C:25]([C:31](OCC)=[O:32])[C:24]2=[O:36].NC(C1C=CC2C(=CC=CC=2)N=1)=O. (5) The reactants are: S(=O)(=O)(O)O.[Br:6][C:7]1[C:16]2[C:11](=[CH:12][C:13]([C:17]([OH:19])=[O:18])=[CH:14][CH:15]=2)[C:10](=[O:20])[NH:9][N:8]=1.[CH3:21][CH2:22]O. Given the product [CH2:21]([O:18][C:17]([C:13]1[CH:12]=[C:11]2[C:16](=[CH:15][CH:14]=1)[C:7]([Br:6])=[N:8][NH:9][C:10]2=[O:20])=[O:19])[CH3:22], predict the reactants needed to synthesize it. (6) Given the product [N:9]1[CH:10]=[N:11][N:12]2[CH:17]=[C:16]([CH:18]([OH:19])[CH:7]([N+:4]([O-:6])=[O:5])[CH3:8])[CH:15]=[CH:14][C:13]=12, predict the reactants needed to synthesize it. The reactants are: C[O-].[Na+].[N+:4]([CH2:7][CH3:8])([O-:6])=[O:5].[N:9]1[CH:10]=[N:11][N:12]2[CH:17]=[C:16]([CH:18]=[O:19])[CH:15]=[CH:14][C:13]=12. (7) Given the product [N:8]1([C:6]([NH:3][CH2:2][CH2:1][O:18][C:16](=[O:17])[C:15]([CH3:22])=[CH2:14])=[O:7])[CH:9]=[CH:10][N:11]=[CH:12]1, predict the reactants needed to synthesize it. The reactants are: [CH:1]1N=C[N:3]([C:6]([N:8]2[CH:12]=[N:11][CH:10]=[CH:9]2)=[O:7])[CH:2]=1.[Cl-].[CH3:14][C:15](=[CH2:22])[C:16]([O:18]CC[NH3+])=[O:17]. (8) Given the product [F:34][C:19]([F:18])([F:35])[C:20]1[N:24]([CH2:25][C:26]([OH:28])=[O:27])[N:23]=[C:22]2[CH2:31][CH2:32][CH2:33][C:21]=12, predict the reactants needed to synthesize it. The reactants are: FC(F)(F)C1C2C3CC3CC=2N(CC(O)=O)N=1.[F:18][C:19]([F:35])([F:34])[C:20]1[N:24]([CH2:25][C:26]([O:28]CC)=[O:27])[N:23]=[C:22]2[CH2:31][CH2:32][CH2:33][C:21]=12. (9) Given the product [C:1]([O:5][C:6](=[O:27])[NH:7][C@@H:8]([CH2:9][C:10]1[CH:11]=[CH:12][CH:13]=[CH:14][CH:15]=1)[C@@H:16]([OH:17])[CH2:20][C@H:19]([C:18](=[O:26])[NH:35][CH:29]1[CH2:30][CH:31]2[CH2:34][CH:28]1[CH2:33][CH2:32]2)[CH2:21][CH:22]=[C:23]([CH3:25])[CH3:24])([CH3:2])([CH3:3])[CH3:4], predict the reactants needed to synthesize it. The reactants are: [C:1]([O:5][C:6](=[O:27])[NH:7][C@H:8]([C@@H:16]1[CH2:20][C@@H:19]([CH2:21][CH:22]=[C:23]([CH3:25])[CH3:24])[C:18](=[O:26])[O:17]1)[CH2:9][C:10]1[CH:15]=[CH:14][CH:13]=[CH:12][CH:11]=1)([CH3:4])([CH3:3])[CH3:2].[CH:28]12[CH2:34][CH:31]([CH2:32][CH2:33]1)[CH2:30][CH:29]2[NH:35]C(=O)[C@H](C)C[C@H](O)[C@@H](NC(OC(C)(C)C)=O)CC1C=CC=CC=1.